From a dataset of Full USPTO retrosynthesis dataset with 1.9M reactions from patents (1976-2016). Predict the reactants needed to synthesize the given product. (1) Given the product [CH3:1][CH2:2][CH2:3][C:4]1[C:10]2[C:11]3[O:25][C:24]([CH3:27])([CH3:26])[CH:23]=[CH:22][C:12]=3[C:13]3[O:18][C@@H:17]([CH3:19])[C@H:16]([CH3:20])[C@H:15]([OH:21])[C:14]=3[C:9]=2[O:8][C:6](=[O:7])[CH:5]=1, predict the reactants needed to synthesize it. The reactants are: [CH3:1][CH2:2][CH2:3][C:4]1[C:10]2[C:11]3[O:25][C:24]([CH3:27])([CH3:26])[CH:23]=[CH:22][C:12]=3[C:13]3[O:18][C@@H:17]([CH3:19])[C@H:16]([CH3:20])[C@@H:15]([OH:21])[C:14]=3[C:9]=2[O:8][C:6](=[O:7])[CH:5]=1.CO. (2) Given the product [Cl:1][C:2]1[CH:7]=[CH:6][C:5]([CH2:8][C:9]2[C:18]3[C:13](=[CH:14][CH:15]=[CH:16][CH:17]=3)[C:12](=[O:19])[N:11]([CH2:20][C@H:21]3[CH2:25][CH2:24][CH2:23][NH:22]3)[N:10]=2)=[CH:4][CH:3]=1, predict the reactants needed to synthesize it. The reactants are: [Cl:1][C:2]1[CH:7]=[CH:6][C:5]([CH2:8][C:9]2[C:18]3[C:13](=[CH:14][CH:15]=[CH:16][CH:17]=3)[C:12](=[O:19])[N:11]([CH2:20][C@H:21]3[CH2:25][CH2:24][CH2:23][N:22]3C(OC(C)(C)C)=O)[N:10]=2)=[CH:4][CH:3]=1.Cl.FC(F)(F)C(O)=O.